Dataset: Reaction yield outcomes from USPTO patents with 853,638 reactions. Task: Predict the reaction yield, written as a fraction of the theoretical maximum amount of product (1.0 means a 100% yield; for example, 0.34 means a 34% yield). (1) The reactants are [N:1]([C:4]1[CH:5]=[CH:6][C:7]([CH3:10])=[N:8][CH:9]=1)=[C:2]=[O:3].C([O-])(O)=O.[Na+].[NH2:16][C:17]1[CH:18]=[C:19]([CH:35]=[CH:36][CH:37]=1)[CH2:20][CH2:21][N:22]1[CH2:27][CH2:26][N:25]([C:28]([O:30][C:31]([CH3:34])([CH3:33])[CH3:32])=[O:29])[CH2:24][CH2:23]1. The catalyst is CCOC(C)=O. The product is [CH3:10][C:7]1[N:8]=[CH:9][C:4]([NH:1][C:2](=[O:3])[NH:16][C:17]2[CH:18]=[C:19]([CH:35]=[CH:36][CH:37]=2)[CH2:20][CH2:21][N:22]2[CH2:23][CH2:24][N:25]([C:28]([O:30][C:31]([CH3:33])([CH3:34])[CH3:32])=[O:29])[CH2:26][CH2:27]2)=[CH:5][CH:6]=1. The yield is 0.630. (2) The reactants are COC[N:4]1[C:12]2[C:7](=[CH:8][CH:9]=[CH:10][C:11]=2[N:13]([CH2:22][CH:23]2[CH2:25][CH2:24]2)[S:14]([C:17]2[S:18][CH:19]=[CH:20][CH:21]=2)(=[O:16])=[O:15])[CH:6]=[C:5]1[C:26]([NH2:28])=[O:27].O.O.C(O)(=O)C(O)=O.CO. The catalyst is O. The product is [CH:23]1([CH2:22][N:13]([S:14]([C:17]2[S:18][CH:19]=[CH:20][CH:21]=2)(=[O:15])=[O:16])[C:11]2[CH:10]=[CH:9][CH:8]=[C:7]3[C:12]=2[NH:4][C:5]([C:26]([NH2:28])=[O:27])=[CH:6]3)[CH2:25][CH2:24]1. The yield is 0.810. (3) The reactants are [CH2:1]([C:5]1[N:6]=[C:7]([CH3:27])[NH:8][C:9](=[O:26])[C:10]=1[CH2:11][C:12]1[CH:17]=[CH:16][C:15]([C:18]2[C:19]([C:24]#[N:25])=[CH:20][CH:21]=[CH:22][CH:23]=2)=[CH:14][CH:13]=1)[CH2:2][CH2:3][CH3:4].C(=O)([O-])[O-].[K+].[K+].Cl[CH2:35][C:36]1[N:37]=[C:38]([C:41]2[CH:46]=[CH:45][CH:44]=[CH:43][N:42]=2)[S:39][CH:40]=1.CN(C)C=O. The catalyst is C(OCC)(=O)C. The product is [CH2:1]([C:5]1[N:6]=[C:7]([CH3:27])[N:8]([CH2:35][C:36]2[N:37]=[C:38]([C:41]3[CH:46]=[CH:45][CH:44]=[CH:43][N:42]=3)[S:39][CH:40]=2)[C:9](=[O:26])[C:10]=1[CH2:11][C:12]1[CH:17]=[CH:16][C:15]([C:18]2[C:19]([C:24]#[N:25])=[CH:20][CH:21]=[CH:22][CH:23]=2)=[CH:14][CH:13]=1)[CH2:2][CH2:3][CH3:4]. The yield is 0.440.